This data is from Full USPTO retrosynthesis dataset with 1.9M reactions from patents (1976-2016). The task is: Predict the reactants needed to synthesize the given product. (1) Given the product [CH3:26][N:27]([CH3:34])[C@H:28]1[CH2:33][CH2:32][CH2:31][N:30]([C:19]([C:18]2[CH:22]=[CH:23][C:15]([N:12]3[C:13]([OH:14])=[C:9]([C:6]4[CH:7]=[CH:8][C:3]([C:1]#[N:2])=[C:4]([F:25])[C:5]=4[CH3:24])[CH:10]=[N:11]3)=[N:16][CH:17]=2)=[O:21])[CH2:29]1, predict the reactants needed to synthesize it. The reactants are: [C:1]([C:3]1[CH:8]=[CH:7][C:6]([C:9]2[CH:10]=[N:11][N:12]([C:15]3[CH:23]=[CH:22][C:18]([C:19]([OH:21])=O)=[CH:17][N:16]=3)[C:13]=2[OH:14])=[C:5]([CH3:24])[C:4]=1[F:25])#[N:2].[CH3:26][N:27]([CH3:34])[C@H:28]1[CH2:33][CH2:32][CH2:31][NH:30][CH2:29]1. (2) Given the product [CH2:18]([N:13]1[C:12]([C:32]2[CH:33]=[CH:34][C:29]([F:28])=[CH:30][CH:31]=2)=[C:11]2[C:15]([CH2:16][CH2:17][NH:8][CH2:9][CH2:10]2)=[N:14]1)[CH3:19], predict the reactants needed to synthesize it. The reactants are: C(OC([N:8]1[CH2:17][CH2:16][C:15]2[C:11](=[C:12](OS(C(F)(F)F)(=O)=O)[N:13]([CH2:18][CH3:19])[N:14]=2)[CH2:10][CH2:9]1)=O)(C)(C)C.[F:28][C:29]1[CH:34]=[CH:33][C:32](B(O)O)=[CH:31][CH:30]=1. (3) Given the product [Cl:23][C:17]1[CH:16]=[C:15]([CH3:20])[N:14]=[C:13]([CH:12]=[CH:11][C:4]2[CH:5]=[CH:6][C:7]([O:9][CH3:10])=[CH:8][C:3]=2[O:2][CH3:1])[N:18]=1, predict the reactants needed to synthesize it. The reactants are: [CH3:1][O:2][C:3]1[CH:8]=[C:7]([O:9][CH3:10])[CH:6]=[CH:5][C:4]=1/[CH:11]=[CH:12]/[C:13]1[N:18]=[C:17](O)[CH:16]=[C:15]([CH3:20])[N:14]=1.O=P(Cl)(Cl)[Cl:23].